From a dataset of NCI-60 drug combinations with 297,098 pairs across 59 cell lines. Regression. Given two drug SMILES strings and cell line genomic features, predict the synergy score measuring deviation from expected non-interaction effect. (1) Drug 1: CC1=C2C(C(=O)C3(C(CC4C(C3C(C(C2(C)C)(CC1OC(=O)C(C(C5=CC=CC=C5)NC(=O)C6=CC=CC=C6)O)O)OC(=O)C7=CC=CC=C7)(CO4)OC(=O)C)O)C)OC(=O)C. Drug 2: C1CC(=O)NC(=O)C1N2C(=O)C3=CC=CC=C3C2=O. Cell line: NCIH23. Synergy scores: CSS=18.9, Synergy_ZIP=3.07, Synergy_Bliss=-0.408, Synergy_Loewe=-37.0, Synergy_HSA=-2.16. (2) Drug 1: CN(C(=O)NC(C=O)C(C(C(CO)O)O)O)N=O. Drug 2: N.N.Cl[Pt+2]Cl. Cell line: ACHN. Synergy scores: CSS=26.6, Synergy_ZIP=-0.0376, Synergy_Bliss=2.81, Synergy_Loewe=-40.1, Synergy_HSA=0.816. (3) Drug 1: CC12CCC(CC1=CCC3C2CCC4(C3CC=C4C5=CN=CC=C5)C)O. Drug 2: CCC1(CC2CC(C3=C(CCN(C2)C1)C4=CC=CC=C4N3)(C5=C(C=C6C(=C5)C78CCN9C7C(C=CC9)(C(C(C8N6C=O)(C(=O)OC)O)OC(=O)C)CC)OC)C(=O)OC)O.OS(=O)(=O)O. Cell line: NCIH23. Synergy scores: CSS=39.1, Synergy_ZIP=9.03, Synergy_Bliss=11.7, Synergy_Loewe=-8.96, Synergy_HSA=11.2.